This data is from Peptide-MHC class I binding affinity with 185,985 pairs from IEDB/IMGT. The task is: Regression. Given a peptide amino acid sequence and an MHC pseudo amino acid sequence, predict their binding affinity value. This is MHC class I binding data. The peptide sequence is YTAVVPLVP. The MHC is HLA-B57:01 with pseudo-sequence HLA-B57:01. The binding affinity (normalized) is 0.0585.